Dataset: Forward reaction prediction with 1.9M reactions from USPTO patents (1976-2016). Task: Predict the product of the given reaction. Given the reactants [N:1]1([C:6]2[N:11]=[C:10]([C:12]3[CH:13]=[C:14]([CH:19]=[CH:20][CH:21]=3)[C:15](OC)=[O:16])[CH:9]=[CH:8][CH:7]=2)[CH2:5][CH2:4][CH2:3][CH2:2]1.O.[NH2:23][NH2:24], predict the reaction product. The product is: [N:1]1([C:6]2[N:11]=[C:10]([C:12]3[CH:13]=[C:14]([CH:19]=[CH:20][CH:21]=3)[C:15]([NH:23][NH2:24])=[O:16])[CH:9]=[CH:8][CH:7]=2)[CH2:5][CH2:4][CH2:3][CH2:2]1.